This data is from Full USPTO retrosynthesis dataset with 1.9M reactions from patents (1976-2016). The task is: Predict the reactants needed to synthesize the given product. (1) Given the product [CH:40]1([C:18]2[C:17]3[C:21](=[CH:22][C:14]([C:12]([OH:11])=[O:13])=[CH:15][CH:16]=3)[N:20]([CH2:6][C:5]3[CH:3]=[CH:2][N:1]=[CH:9][CH:4]=3)[C:19]=2[C:23]2[CH:24]=[C:25]3[C:30](=[CH:31][CH:32]=2)[N:29]=[C:28]([C:33]2[S:37][C:36]([CH3:38])=[N:35][C:34]=2[CH3:39])[CH:27]=[CH:26]3)[CH2:45][CH2:44][CH2:43][CH2:42][CH2:41]1, predict the reactants needed to synthesize it. The reactants are: [NH:1]1[C:9]2[C:4](=[CH:5][CH:6]=CC=2)[CH:3]=[CH:2]1.C[O:11][C:12]([C:14]1[CH:22]=[C:21]2[C:17]([C:18]([CH:40]3[CH2:45][CH2:44][CH2:43][CH2:42][CH2:41]3)=[C:19]([C:23]3[CH:24]=[C:25]4[C:30](=[CH:31][CH:32]=3)[N:29]=[C:28]([C:33]3[S:37][C:36]([CH3:38])=[N:35][C:34]=3[CH3:39])[CH:27]=[CH:26]4)[NH:20]2)=[CH:16][CH:15]=1)=[O:13].[H-].[Na+].Br.BrCC1C=CN=CC=1. (2) Given the product [S:62]1[C:66]2[CH:67]=[CH:68][CH:69]=[CH:70][C:65]=2[N:64]=[C:63]1[NH:71][C:18]([C:11]1[CH:12]=[CH:13][CH:14]=[C:15]2[C:10]=1[CH:9]([CH3:21])[N:8]([C:6]([O:5][C:1]([CH3:3])([CH3:4])[CH3:2])=[O:7])[CH2:17][CH2:16]2)=[O:20], predict the reactants needed to synthesize it. The reactants are: [C:1]([O:5][C:6]([N:8]1[CH2:17][CH2:16][C:15]2[C:10](=[C:11]([C:18]([OH:20])=O)[CH:12]=[CH:13][CH:14]=2)[CH:9]1[CH3:21])=[O:7])([CH3:4])([CH3:3])[CH3:2].F[P-](F)(F)(F)(F)F.N1(O[P+](N2CCCC2)(N2CCCC2)N2CCCC2)C2C=CC=CC=2N=N1.C(N(CC)CC)C.[S:62]1[C:66]2[CH:67]=[CH:68][CH:69]=[CH:70][C:65]=2[N:64]=[C:63]1[NH2:71].